This data is from Forward reaction prediction with 1.9M reactions from USPTO patents (1976-2016). The task is: Predict the product of the given reaction. Given the reactants [CH3:1][C:2]1[CH:7]=[C:6]([C:8]#[C:9][CH3:10])[CH:5]=[C:4]([CH3:11])[C:3]=1[CH2:12][C:13]([N:15]([CH2:21][C:22]1[CH:27]=[CH:26][CH:25]=[CH:24][N:23]=1)[CH2:16][C:17]([O:19]C)=O)=[O:14].CC(C)([O-])C.[K+].C1COCC1.Cl, predict the reaction product. The product is: [CH3:1][C:2]1[CH:7]=[C:6]([C:8]#[C:9][CH3:10])[CH:5]=[C:4]([CH3:11])[C:3]=1[CH:12]1[C:17](=[O:19])[CH2:16][N:15]([CH2:21][C:22]2[CH:27]=[CH:26][CH:25]=[CH:24][N:23]=2)[C:13]1=[O:14].